This data is from NCI-60 drug combinations with 297,098 pairs across 59 cell lines. The task is: Regression. Given two drug SMILES strings and cell line genomic features, predict the synergy score measuring deviation from expected non-interaction effect. (1) Drug 1: CC1C(C(CC(O1)OC2CC(CC3=C2C(=C4C(=C3O)C(=O)C5=C(C4=O)C(=CC=C5)OC)O)(C(=O)C)O)N)O.Cl. Drug 2: CC1=C(N=C(N=C1N)C(CC(=O)N)NCC(C(=O)N)N)C(=O)NC(C(C2=CN=CN2)OC3C(C(C(C(O3)CO)O)O)OC4C(C(C(C(O4)CO)O)OC(=O)N)O)C(=O)NC(C)C(C(C)C(=O)NC(C(C)O)C(=O)NCCC5=NC(=CS5)C6=NC(=CS6)C(=O)NCCC[S+](C)C)O. Cell line: SR. Synergy scores: CSS=85.3, Synergy_ZIP=0.710, Synergy_Bliss=0.825, Synergy_Loewe=1.35, Synergy_HSA=2.32. (2) Drug 1: C1=CC=C(C(=C1)C(C2=CC=C(C=C2)Cl)C(Cl)Cl)Cl. Drug 2: CC12CCC3C(C1CCC2OP(=O)(O)O)CCC4=C3C=CC(=C4)OC(=O)N(CCCl)CCCl.[Na+]. Cell line: RXF 393. Synergy scores: CSS=-1.27, Synergy_ZIP=-2.77, Synergy_Bliss=-4.12, Synergy_Loewe=-12.7, Synergy_HSA=-7.79. (3) Drug 1: C1=NC2=C(N1)C(=S)N=C(N2)N. Drug 2: CC1=C2C(C(=O)C3(C(CC4C(C3C(C(C2(C)C)(CC1OC(=O)C(C(C5=CC=CC=C5)NC(=O)C6=CC=CC=C6)O)O)OC(=O)C7=CC=CC=C7)(CO4)OC(=O)C)O)C)OC(=O)C. Cell line: K-562. Synergy scores: CSS=50.5, Synergy_ZIP=2.40, Synergy_Bliss=3.61, Synergy_Loewe=1.03, Synergy_HSA=3.86. (4) Drug 1: CC1C(C(CC(O1)OC2CC(CC3=C2C(=C4C(=C3O)C(=O)C5=C(C4=O)C(=CC=C5)OC)O)(C(=O)C)O)N)O.Cl. Drug 2: CC1C(C(=O)NC(C(=O)N2CCCC2C(=O)N(CC(=O)N(C(C(=O)O1)C(C)C)C)C)C(C)C)NC(=O)C3=C4C(=C(C=C3)C)OC5=C(C(=O)C(=C(C5=N4)C(=O)NC6C(OC(=O)C(N(C(=O)CN(C(=O)C7CCCN7C(=O)C(NC6=O)C(C)C)C)C)C(C)C)C)N)C. Cell line: HS 578T. Synergy scores: CSS=15.1, Synergy_ZIP=1.41, Synergy_Bliss=7.49, Synergy_Loewe=6.11, Synergy_HSA=6.50. (5) Drug 1: C1CCC(CC1)NC(=O)N(CCCl)N=O. Drug 2: C1C(C(OC1N2C=C(C(=O)NC2=O)F)CO)O. Cell line: HL-60(TB). Synergy scores: CSS=73.8, Synergy_ZIP=3.51, Synergy_Bliss=0.785, Synergy_Loewe=-9.63, Synergy_HSA=2.83. (6) Drug 1: CC1OCC2C(O1)C(C(C(O2)OC3C4COC(=O)C4C(C5=CC6=C(C=C35)OCO6)C7=CC(=C(C(=C7)OC)O)OC)O)O. Drug 2: C(CN)CNCCSP(=O)(O)O. Cell line: ACHN. Synergy scores: CSS=52.0, Synergy_ZIP=-3.73, Synergy_Bliss=-2.43, Synergy_Loewe=-50.2, Synergy_HSA=-1.73.